Dataset: Forward reaction prediction with 1.9M reactions from USPTO patents (1976-2016). Task: Predict the product of the given reaction. (1) Given the reactants [CH3:1][C:2]1[CH:3]=[CH:4][C:5]2[NH:9][C:8](=[O:10])[NH:7][C:6]=2[CH:11]=1.[N+:12]([O-])([OH:14])=[O:13], predict the reaction product. The product is: [CH3:1][C:2]1[C:3]([N+:12]([O-:14])=[O:13])=[CH:4][C:5]2=[N:9][C:8](=[O:10])[N:7]=[C:6]2[CH:11]=1. (2) Given the reactants [F:1][CH:2]([F:35])[O:3][C:4]1[N:9]=[C:8]([CH3:10])[C:7]([C:11]2[C:12]([CH3:33])=[C:13]([CH:30]=[CH:31][CH:32]=2)[CH2:14][NH:15][C:16]2[CH:29]=[CH:28][C:19]3[C@H:20]([CH2:23][C:24]([O:26]C)=[O:25])[CH2:21][O:22][C:18]=3[CH:17]=2)=[C:6]([CH3:34])[N:5]=1.[OH-].[Na+], predict the reaction product. The product is: [F:35][CH:2]([F:1])[O:3][C:4]1[N:9]=[C:8]([CH3:10])[C:7]([C:11]2[C:12]([CH3:33])=[C:13]([CH:30]=[CH:31][CH:32]=2)[CH2:14][NH:15][C:16]2[CH:29]=[CH:28][C:19]3[C@H:20]([CH2:23][C:24]([OH:26])=[O:25])[CH2:21][O:22][C:18]=3[CH:17]=2)=[C:6]([CH3:34])[N:5]=1. (3) Given the reactants [Br:1][C:2]1[C:6]2=[CH:7][C:8]([Cl:30])=[C:9]3[C:14]([C:13](=[O:15])[O:12][C:11]([C:16]4[N:17]([C:23]5[C:28]([Cl:29])=[CH:27][CH:26]=[CH:25][N:24]=5)[N:18]=[C:19]([O:21][CH3:22])[CH:20]=4)=[N:10]3)=[C:5]2[NH:4][N:3]=1.C(#N)C.O.[CH:35]([NH2:38])([CH3:37])[CH3:36], predict the reaction product. The product is: [CH:35]([NH:38][C:13]([C:14]1[C:9]([NH:10][C:11]([C:16]2[N:17]([C:23]3[C:28]([Cl:29])=[CH:27][CH:26]=[CH:25][N:24]=3)[N:18]=[C:19]([O:21][CH3:22])[CH:20]=2)=[O:12])=[C:8]([Cl:30])[CH:7]=[C:6]2[C:5]=1[NH:4][N:3]=[C:2]2[Br:1])=[O:15])([CH3:37])[CH3:36]. (4) Given the reactants [Li+].[OH-].[O:3]1[CH2:5][C@@H:4]1[C@@H:6]([NH:27][C:28](=[O:30])[CH3:29])[CH2:7][C:8]1[CH:13]=[CH:12][C:11]([NH:14][C:15]2[CH:20]=[C:19]([C:21]3[CH:26]=[CH:25][CH:24]=[CH:23][CH:22]=3)[N:18]=[CH:17][N:16]=2)=[CH:10][CH:9]=1.Cl.[CH:32]([C:35]1[CH:36]=[C:37]([C:41]2([NH2:44])[CH2:43][CH2:42]2)[CH:38]=[CH:39][CH:40]=1)([CH3:34])[CH3:33].Cl, predict the reaction product. The product is: [OH:3][C@H:4]([CH2:5][NH:44][C:41]1([C:37]2[CH:38]=[CH:39][CH:40]=[C:35]([CH:32]([CH3:34])[CH3:33])[CH:36]=2)[CH2:42][CH2:43]1)[C@@H:6]([NH:27][C:28](=[O:30])[CH3:29])[CH2:7][C:8]1[CH:13]=[CH:12][C:11]([NH:14][C:15]2[CH:20]=[C:19]([C:21]3[CH:26]=[CH:25][CH:24]=[CH:23][CH:22]=3)[N:18]=[CH:17][N:16]=2)=[CH:10][CH:9]=1. (5) Given the reactants [C:1]1(=[O:7])[CH2:5][CH:4]=[CH:3]C1=O.[C:8]([O-:11])([O-])=O.[K+].[K+].[CH3:14]OS(OC)(=O)=O.[CH3:21][C:22]([CH3:24])=[O:23], predict the reaction product. The product is: [CH3:14][O:23][C:22](=[C:24]1[C:8](=[O:11])[C:4]([CH3:3])=[CH:5][C:1]1=[O:7])[CH3:21]. (6) Given the reactants [CH3:1][CH:2]1[CH:6]([CH3:7])[O:5][C:4]2([CH2:12][C:11]([CH3:14])([CH3:13])[C:10](/[CH:16]=[CH:17]/[Sn](CCCC)(CCCC)CCCC)([OH:15])[C:9]([CH3:31])=[CH:8]2)[O:3]1.[F:32][C:33]([F:43])([F:42])/[C:34](/I)=[CH:35]/[C:36]([O:38][CH2:39][CH3:40])=[O:37].[F-].[K+], predict the reaction product. The product is: [OH:15][C:10]1(/[CH:16]=[CH:17]/[C:34](/[C:33]([F:32])([F:42])[F:43])=[CH:35]\[C:36]([O:38][CH2:39][CH3:40])=[O:37])[C:11]([CH3:14])([CH3:13])[CH2:12][C:4]2([O:5][CH:6]([CH3:7])[CH:2]([CH3:1])[O:3]2)[CH:8]=[C:9]1[CH3:31]. (7) Given the reactants [Cl:1][C:2]1[N:3]=[C:4]([N:19]2[CH2:24][CH2:23][O:22][CH2:21][CH2:20]2)[C:5]2[S:10][C:9]([CH2:11][N:12]3[CH2:17][CH2:16][C:15](=O)[CH2:14][CH2:13]3)=[CH:8][C:6]=2[N:7]=1.[CH:25]1([CH2:28][NH2:29])[CH2:27][CH2:26]1.C(O[BH-](OC(=O)C)OC(=O)C)(=O)C.[Na+], predict the reaction product. The product is: [Cl:1][C:2]1[N:3]=[C:4]([N:19]2[CH2:20][CH2:21][O:22][CH2:23][CH2:24]2)[C:5]2[S:10][C:9]([CH2:11][N:12]3[CH2:13][CH2:14][CH:15]([NH:29][CH2:28][CH:25]4[CH2:27][CH2:26]4)[CH2:16][CH2:17]3)=[CH:8][C:6]=2[N:7]=1.